Dataset: Reaction yield outcomes from USPTO patents with 853,638 reactions. Task: Predict the reaction yield, written as a fraction of the theoretical maximum amount of product (1.0 means a 100% yield; for example, 0.34 means a 34% yield). (1) The reactants are [C:1]([CH:3]([CH2:9][CH2:10][C:11]([C:13]1[CH:18]=[CH:17][C:16]([F:19])=[CH:15][CH:14]=1)=O)[C:4]([O:6][CH2:7][CH3:8])=[O:5])#[N:2].[CH3:20][C:21]([S@:24]([NH2:26])=[O:25])([CH3:23])[CH3:22]. The catalyst is C1COCC1.[O-]CC.[Ti+4].[O-]CC.[O-]CC.[O-]CC. The product is [C:1]([CH:3]([CH2:9][CH2:10]/[C:11](/[C:13]1[CH:18]=[CH:17][C:16]([F:19])=[CH:15][CH:14]=1)=[N:26]\[S@@:24]([C:21]([CH3:23])([CH3:22])[CH3:20])=[O:25])[C:4]([O:6][CH2:7][CH3:8])=[O:5])#[N:2]. The yield is 0.580. (2) The reactants are C[O:2][C:3]([C:5]1[CH:10]=[C:9]([C:11](=[O:22])[NH:12][CH2:13][C:14]2[CH:19]=[CH:18][CH:17]=[C:16]([O:20][CH3:21])[CH:15]=2)[N:8]=[CH:7][N:6]=1)=[O:4].O1CCCC1.[OH-].[K+].Cl. The catalyst is O.C(OCC)(=O)C. The product is [CH3:21][O:20][C:16]1[CH:15]=[C:14]([CH:19]=[CH:18][CH:17]=1)[CH2:13][NH:12][C:11]([C:9]1[N:8]=[CH:7][N:6]=[C:5]([C:3]([OH:4])=[O:2])[CH:10]=1)=[O:22]. The yield is 0.980.